From a dataset of Full USPTO retrosynthesis dataset with 1.9M reactions from patents (1976-2016). Predict the reactants needed to synthesize the given product. (1) Given the product [Cl:13][C:2]1[C:7]([I:8])=[CH:6][C:5]([N+:9]([O-:11])=[O:10])=[CH:4][N:3]=1, predict the reactants needed to synthesize it. The reactants are: O[C:2]1[C:7]([I:8])=[CH:6][C:5]([N+:9]([O-:11])=[O:10])=[CH:4][N:3]=1.P(Cl)(Cl)(Cl)(Cl)[Cl:13].P(Cl)(Cl)(Cl)=O. (2) Given the product [OH:13][C:14]([C:26]1[S:27][CH:28]=[CH:29][CH:30]=1)([C:31]1[S:32][CH:33]=[CH:34][CH:35]=1)[C:15]([O:17][C@H:18]1[CH2:19][CH2:20][C@H:21]([N:24]([CH2:11][CH2:10][N:2]([C:3]([O:4][C:5]([CH3:6])([CH3:7])[CH3:8])=[O:9])[CH3:1])[CH3:25])[CH2:22][CH2:23]1)=[O:16], predict the reactants needed to synthesize it. The reactants are: [CH3:1][N:2]([CH2:10][CH:11]=O)[C:3](=[O:9])[O:4][C:5]([CH3:8])([CH3:7])[CH3:6].[OH:13][C:14]([C:31]1[S:32][CH:33]=[CH:34][CH:35]=1)([C:26]1[S:27][CH:28]=[CH:29][CH:30]=1)[C:15]([O:17][C@H:18]1[CH2:23][CH2:22][C@H:21]([NH:24][CH3:25])[CH2:20][CH2:19]1)=[O:16].[BH-](OC(C)=O)(OC(C)=O)OC(C)=O.[Na+]. (3) Given the product [C:10]([C@@H:9]1[N:5]([C:3](=[O:4])[CH2:2][NH:22][C:15]([CH3:21])([CH3:14])[CH2:16][C:17]([CH3:20])([CH3:19])[CH3:18])[C@H:6]([C:12]#[N:13])[CH2:7][CH2:8]1)#[CH:11], predict the reactants needed to synthesize it. The reactants are: Cl[CH2:2][C:3]([N:5]1[C@@H:9]([C:10]#[CH:11])[CH2:8][CH2:7][C@H:6]1[C:12]#[N:13])=[O:4].[CH3:14][C:15]([NH2:22])([CH3:21])[CH2:16][C:17]([CH3:20])([CH3:19])[CH3:18]. (4) The reactants are: CN([C:4]([O:8]N1N=NC2C=CC=NC1=2)=[N+](C)C)C.F[P-](F)(F)(F)(F)F.[Cl:25][C:26]1[C:39]([CH2:40][N:41]2[CH2:60][CH2:59][C:44]3([O:49][CH2:48][CH2:47][N:46]([C:50]([C:52]4[N:53]=[C:54]([CH2:57][CH3:58])[S:55][CH:56]=4)=[O:51])[CH2:45]3)[CH2:43][CH2:42]2)=[CH:38][CH:37]=[CH:36][C:27]=1[CH2:28][CH2:29][O:30][CH2:31][CH2:32]C(O)=O.CCN(C(C)C)C(C)C.[CH2:70]([NH:72][CH2:73][CH:74]([O:77][CH3:78])[O:75][CH3:76])[CH3:71]. Given the product [Cl:25][C:26]1[C:39]([CH2:40][N:41]2[CH2:60][CH2:59][C:44]3([O:49][CH2:48][CH2:47][N:46]([C:50]([C:52]4[N:53]=[C:54]([CH2:57][CH3:58])[S:55][CH:56]=4)=[O:51])[CH2:45]3)[CH2:43][CH2:42]2)=[CH:38][CH:37]=[CH:36][C:27]=1[CH2:28][CH2:29][O:30][CH2:31][CH2:32][C:4]([N:72]([CH2:73][CH:74]([O:77][CH3:78])[O:75][CH3:76])[CH2:70][CH3:71])=[O:8], predict the reactants needed to synthesize it. (5) The reactants are: [CH:1]1([O:5][C:6]2[CH:13]=[CH:12][C:9]([CH:10]=[O:11])=[CH:8][CH:7]=2)[CH2:4][CH2:3][CH2:2]1.[BH4-].[Na+].Cl. Given the product [CH:1]1([O:5][C:6]2[CH:13]=[CH:12][C:9]([CH2:10][OH:11])=[CH:8][CH:7]=2)[CH2:2][CH2:3][CH2:4]1, predict the reactants needed to synthesize it. (6) Given the product [C:1]([O:5][C:6](=[O:20])[NH:7][CH:8]1[C:14](=[O:15])[N:13]([CH3:21])[C:12]2[CH:16]=[CH:17][CH:18]=[CH:19][C:11]=2[NH:10][CH2:9]1)([CH3:4])([CH3:2])[CH3:3], predict the reactants needed to synthesize it. The reactants are: [C:1]([O:5][C:6](=[O:20])[NH:7][C@@H:8]1[C:14](=[O:15])[NH:13][C:12]2[CH:16]=[CH:17][CH:18]=[CH:19][C:11]=2[NH:10][CH2:9]1)([CH3:4])([CH3:3])[CH3:2].[CH3:21][Si]([N-][Si](C)(C)C)(C)C.[Li+].IC. (7) Given the product [CH2:1]([N:5]1[C:9](=[O:10])[C:8]([NH:25][C:24]2[CH:26]=[C:27]([O:36][CH2:37][CH3:38])[C:28]([N:30]3[CH2:35][CH2:34][O:33][CH2:32][CH2:31]3)=[CH:29][C:23]=2[O:22][CH2:20][CH3:21])=[C:7]([C:12]2[CH:17]=[CH:16][CH:15]=[CH:14][CH:13]=2)[S:6]1(=[O:19])=[O:18])[CH2:2][CH2:3][CH3:4], predict the reactants needed to synthesize it. The reactants are: [CH2:1]([N:5]1[C:9](=[O:10])[C:8](Cl)=[C:7]([C:12]2[CH:17]=[CH:16][CH:15]=[CH:14][CH:13]=2)[S:6]1(=[O:19])=[O:18])[CH2:2][CH2:3][CH3:4].[CH2:20]([O:22][C:23]1[CH:29]=[C:28]([N:30]2[CH2:35][CH2:34][O:33][CH2:32][CH2:31]2)[C:27]([O:36][CH2:37][CH3:38])=[CH:26][C:24]=1[NH2:25])[CH3:21]. (8) Given the product [CH3:1][O:2][C:3](=[O:4])[C:5]1[CH:10]=[CH:9][CH:8]=[C:7]([N:14]2[CH2:19][CH2:18][O:17][CH2:16][CH2:15]2)[CH:6]=1, predict the reactants needed to synthesize it. The reactants are: [CH3:1][O:2][C:3]([C:5]1[CH:6]=[C:7](B(O)O)[CH:8]=[CH:9][CH:10]=1)=[O:4].[NH:14]1[CH2:19][CH2:18][O:17][CH2:16][CH2:15]1.C(O)(=O)CCCCCCCCCCCCC.